Dataset: Full USPTO retrosynthesis dataset with 1.9M reactions from patents (1976-2016). Task: Predict the reactants needed to synthesize the given product. (1) Given the product [C:16]([C:3]1[CH:4]=[N:5][C:6]2[C:11]([C:2]=1[N:44]1[CH2:22][CH2:23][CH:24]([O:27][C:28](=[O:40])[NH:29][C:30]3[CH:35]=[CH:34][C:33]([O:36][CH:37]([CH3:39])[CH3:38])=[CH:32][CH:31]=3)[CH2:25]1)=[CH:10][C:9]([O:12][CH3:13])=[C:8]([O:14][CH3:15])[CH:7]=2)#[N:17], predict the reactants needed to synthesize it. The reactants are: Cl[C:2]1[C:11]2[C:6](=[CH:7][C:8]([O:14][CH3:15])=[C:9]([O:12][CH3:13])[CH:10]=2)[N:5]=[CH:4][C:3]=1[C:16]#[N:17].[N+](C1C=[CH:25][C:24]([O:27][C:28](=[O:40])[NH:29][C:30]2[CH:35]=[CH:34][C:33]([O:36][CH:37]([CH3:39])[CH3:38])=[CH:32][CH:31]=2)=[CH:23][CH:22]=1)([O-])=O.[H-].[Na+].C(=O)([O-])[NH2:44]. (2) Given the product [I:14][C:2]1[CH:3]=[CH:4][C:5]2[N:6]([C:8]([CH:11]([CH3:13])[CH3:12])=[N:9][N:10]=2)[N:7]=1, predict the reactants needed to synthesize it. The reactants are: Cl[C:2]1[CH:3]=[CH:4][C:5]2[N:6]([C:8]([CH:11]([CH3:13])[CH3:12])=[N:9][N:10]=2)[N:7]=1.[I-:14].[Na+].I. (3) Given the product [C:1]([O:5][C:6]([N:8]1[CH2:13][CH2:12][C:11](=[CH:14][C:15]2[O:16][N:27]=[C:20]([C:21]3[CH:26]=[CH:25][CH:24]=[CH:23][CH:22]=3)[N:19]=2)[CH2:10][CH2:9]1)=[O:7])([CH3:4])([CH3:3])[CH3:2], predict the reactants needed to synthesize it. The reactants are: [C:1]([O:5][C:6]([N:8]1[CH2:13][CH2:12][C:11](=[CH:14][C:15](Cl)=[O:16])[CH2:10][CH2:9]1)=[O:7])([CH3:4])([CH3:3])[CH3:2].O[N:19]=[C:20]([NH2:27])[C:21]1[CH:26]=[CH:25][CH:24]=[CH:23][CH:22]=1.O. (4) Given the product [Cl:22][C:23]1[CH:33]=[CH:32][C:26]([O:27][CH2:28][C@H:29]([OH:30])[CH2:31][N:1]2[CH2:2][CH2:3][C:4]3([O:11][C:10]4[C:12]5[C:17]([C:18](=[O:21])[C:19](=[O:20])[C:9]=4[S:8][CH2:7]3)=[CH:16][CH:15]=[CH:14][CH:13]=5)[CH2:5][CH2:6]2)=[CH:25][CH:24]=1, predict the reactants needed to synthesize it. The reactants are: [NH:1]1[CH2:6][CH2:5][C:4]2([O:11][C:10]3[C:12]4[C:17]([C:18](=[O:21])[C:19](=[O:20])[C:9]=3[S:8][CH2:7]2)=[CH:16][CH:15]=[CH:14][CH:13]=4)[CH2:3][CH2:2]1.[Cl:22][C:23]1[CH:33]=[CH:32][C:26]([O:27][CH2:28][C@H:29]2[CH2:31][O:30]2)=[CH:25][CH:24]=1. (5) Given the product [Br:22][C:23]1[CH:24]=[C:25]2[C:31](=[CH:20][C:3]3[NH:4][C:5]4[CH2:10][CH2:9][N:8]([CH2:11][CH2:12][N:13]5[CH2:14][CH2:15][O:16][CH2:17][CH2:18]5)[C:7](=[O:19])[C:6]=4[C:2]=3[CH3:1])[C:30](=[O:32])[NH:29][C:26]2=[N:27][CH:28]=1, predict the reactants needed to synthesize it. The reactants are: [CH3:1][C:2]1[C:6]2[C:7](=[O:19])[N:8]([CH2:11][CH2:12][N:13]3[CH2:18][CH2:17][O:16][CH2:15][CH2:14]3)[CH2:9][CH2:10][C:5]=2[NH:4][C:3]=1[CH:20]=O.[Br:22][C:23]1[CH:24]=[C:25]2[CH2:31][C:30](=[O:32])[NH:29][C:26]2=[N:27][CH:28]=1.